The task is: Regression/Classification. Given a drug SMILES string, predict its absorption, distribution, metabolism, or excretion properties. Task type varies by dataset: regression for continuous measurements (e.g., permeability, clearance, half-life) or binary classification for categorical outcomes (e.g., BBB penetration, CYP inhibition). Dataset: hlm.. This data is from Human liver microsome stability data. (1) The drug is O=C(Oc1cccc(N2CCS(=O)(=O)CC2)c1)N1CCN(Cc2cccc(-c3ccccc3)c2)CC1. The result is 1 (stable in human liver microsomes). (2) The drug is N=c1c(C(=O)N2CCN(c3ccccc3)CC2)cc2c(=O)n3ccccc3nc2n1Cc1ccccc1. The result is 1 (stable in human liver microsomes). (3) The molecule is COCCOc1cc2ncnc(N3CCN(C(=O)Nc4ccc(Oc5cccc6c5CCN6)cc4)CC3)c2cc1OCCOC. The result is 1 (stable in human liver microsomes). (4) The drug is CCN1CCN(c2ccc(NC(=O)c3ccc(-c4ccccn4)cc3)cc2)CC1. The result is 0 (unstable in human liver microsomes). (5) The compound is Cc1ccc(NC(=O)c2ccc(S(=O)(=O)N(C)C)cc2)cc1Nc1nccc(-c2cccnc2)n1. The result is 1 (stable in human liver microsomes). (6) The compound is O=S(=O)(Nc1cccc(CO)c1)c1ccc(-c2ccccc2F)cc1. The result is 1 (stable in human liver microsomes). (7) The compound is CN(Cc1cccc2c1S(=O)(=O)N=C2C1=C(O)[C@H](C(C)(C)C)N(Cc2ccc(F)c(Cl)c2)C1=O)S(C)(=O)=O. The result is 0 (unstable in human liver microsomes).